Dataset: Retrosynthesis with 50K atom-mapped reactions and 10 reaction types from USPTO. Task: Predict the reactants needed to synthesize the given product. (1) Given the product COc1cc2[nH]c(-c3cscn3)cc2cc1-c1cnco1, predict the reactants needed to synthesize it. The reactants are: C#Cc1cscn1.COc1cc(N)c(I)cc1-c1cnco1. (2) Given the product COC(=O)C[C@@H]1COc2cc(N(Cc3cccc(Nc4ccc(F)cn4)c3C)C(=O)C(F)(F)F)ccc21, predict the reactants needed to synthesize it. The reactants are: COC(=O)C[C@@H]1COc2cc(N(Cc3cccc(Br)c3C)C(=O)C(F)(F)F)ccc21.Nc1ccc(F)cn1. (3) Given the product CC(=O)NC(C)c1cc2ccc(CCc3ccc(OC4CCCC4)cc3)cc2o1, predict the reactants needed to synthesize it. The reactants are: BrC1CCCC1.CC(=O)NC(C)c1cc2ccc(CCc3ccc(O)cc3)cc2o1. (4) Given the product CC1(CO)CCn2cc([N+](=O)[O-])nc2O1, predict the reactants needed to synthesize it. The reactants are: CC(C)[Si](OCC1(C)CCn2cc([N+](=O)[O-])nc2O1)(C(C)C)C(C)C. (5) Given the product COC(=O)c1ccc(-c2ccc(CCCN(C[C@H](O)c3cccnc3)C(=O)OC(C)(C)C)cc2)cc1OCC(C)C, predict the reactants needed to synthesize it. The reactants are: CC(C)(C)OC(=O)N(CCCc1ccc(Br)cc1)C[C@H](O)c1cccnc1.COC(=O)c1ccc(B(O)O)cc1OCC(C)C. (6) Given the product Cc1ccccc1C1=CCN(C(=O)c2cc3ncc(Cl)cn3n2)CC1, predict the reactants needed to synthesize it. The reactants are: Cc1ccccc1C1=CCNCC1.O=C(O)c1cc2ncc(Cl)cn2n1. (7) The reactants are: Cc1ccc(B(O)O)cc1.Clc1nccc2ccccc12. Given the product Cc1ccc(-c2nccc3ccccc23)cc1, predict the reactants needed to synthesize it. (8) Given the product Cc1c(Nc2ccc(I)cc2F)c(NS(=O)(=O)C2(COCc3ccccc3)CC2)c2n(c1=O)CCO2, predict the reactants needed to synthesize it. The reactants are: Cc1c(Nc2ccc(I)cc2F)c(N)c2n(c1=O)CCO2.O=S(=O)(Cl)C1(COCc2ccccc2)CC1. (9) Given the product CCCc1ccc(C#Cc2ccc(C#C[Si](C)(C)C)c(F)c2)cc1, predict the reactants needed to synthesize it. The reactants are: C#C[Si](C)(C)C.CCCc1ccc(C#Cc2ccc(Br)c(F)c2)cc1.